Dataset: Reaction yield outcomes from USPTO patents with 853,638 reactions. Task: Predict the reaction yield, written as a fraction of the theoretical maximum amount of product (1.0 means a 100% yield; for example, 0.34 means a 34% yield). (1) The reactants are FC(F)(F)C(O)=O.[CH:8]([N:11]1[C:15]([C:16]2[N:25]=[C:24]3[N:18]([CH2:19][CH2:20][O:21][C:22]4[CH:29]=[C:28]([CH:30]5[CH2:35][CH2:34][NH:33][CH2:32][CH2:31]5)[CH:27]=[CH:26][C:23]=43)[CH:17]=2)=[N:14][CH:13]=[N:12]1)([CH3:10])[CH3:9].C(=O)([O-])[O-].[K+].[K+].[C:42]([NH:46][C:47](=[O:50])[CH2:48]Cl)([CH3:45])([CH3:44])[CH3:43]. The catalyst is C1COCC1.C(Cl)Cl. The product is [C:42]([NH:46][C:47](=[O:50])[CH2:48][N:33]1[CH2:34][CH2:35][CH:30]([C:28]2[CH:27]=[CH:26][C:23]3[C:24]4[N:18]([CH:17]=[C:16]([C:15]5[N:11]([CH:8]([CH3:10])[CH3:9])[N:12]=[CH:13][N:14]=5)[N:25]=4)[CH2:19][CH2:20][O:21][C:22]=3[CH:29]=2)[CH2:31][CH2:32]1)([CH3:45])([CH3:44])[CH3:43]. The yield is 0.560. (2) The reactants are [CH2:1]([N:8]1[CH2:20][C@@H:19]2[C@H:10]([C:11](=O)[N:12]3[CH2:23][CH2:22][CH2:21][C:14]4[CH:15]=[CH:16][CH:17]=[C:18]2[C:13]3=4)[CH2:9]1)[C:2]1[CH:7]=[CH:6][CH:5]=[CH:4][CH:3]=1.O1CCCC1.B.[ClH:31]. The catalyst is O1CCCC1.CCOCC. The product is [ClH:31].[ClH:31].[CH2:1]([N:8]1[CH2:20][C@@H:19]2[C@H:10]([CH2:11][N:12]3[CH2:23][CH2:22][CH2:21][C:14]4[CH:15]=[CH:16][CH:17]=[C:18]2[C:13]3=4)[CH2:9]1)[C:2]1[CH:3]=[CH:4][CH:5]=[CH:6][CH:7]=1. The yield is 0.360. (3) The catalyst is C1COCC1.CO.O. The yield is 0.257. The reactants are Cl.FC1C=C(C=CC=1)CN1C=C(C2C3C(=NC=C(C4C=CC(C5CCNCC5)=CC=4)C=3)N(S(C3C=CC(C)=CC=3)(=O)=O)C=2)C=N1.[F:46][C:47]1[CH:48]=[C:49]([CH:91]=[CH:92][CH:93]=1)[CH2:50][N:51]1[CH:55]=[C:54]([C:56]2[C:64]3[C:59](=[N:60][CH:61]=[C:62]([C:65]4[CH:66]=[CH:67][C:68]([CH:71]5[CH2:76][CH2:75][N:74]([CH2:77][C@@H:78]([OH:80])[CH3:79])[CH2:73][CH2:72]5)=[N:69][CH:70]=4)[CH:63]=3)[N:58](S(C3C=CC(C)=CC=3)(=O)=O)[CH:57]=2)[CH:53]=[N:52]1.[OH-].[Li+]. The product is [F:46][C:47]1[CH:48]=[C:49]([CH:91]=[CH:92][CH:93]=1)[CH2:50][N:51]1[CH:55]=[C:54]([C:56]2[C:64]3[C:59](=[N:60][CH:61]=[C:62]([C:65]4[CH:66]=[CH:67][C:68]([CH:71]5[CH2:72][CH2:73][N:74]([CH2:77][C@@H:78]([OH:80])[CH3:79])[CH2:75][CH2:76]5)=[N:69][CH:70]=4)[CH:63]=3)[NH:58][CH:57]=2)[CH:53]=[N:52]1. (4) The reactants are [Br:1][C:2]1[N:7]=[C:6]2[S:8][C:9]([CH2:11]Br)=[N:10][C:5]2=[CH:4][CH:3]=1.[F:13][C:14]1[C:22]([OH:23])=[CH:21][CH:20]=[C:19]([F:24])[C:15]=1[C:16]([NH2:18])=[O:17].C(=O)([O-])[O-].[K+].[K+]. The catalyst is CN(C=O)C. The product is [Br:1][C:2]1[N:7]=[C:6]2[S:8][C:9]([CH2:11][O:23][C:22]3[C:14]([F:13])=[C:15]([C:19]([F:24])=[CH:20][CH:21]=3)[C:16]([NH2:18])=[O:17])=[N:10][C:5]2=[CH:4][CH:3]=1. The yield is 0.690. (5) The reactants are [I-:1].[Na+].Cl[CH2:4][CH2:5][CH2:6][C:7]([C:9]1[CH:14]=[CH:13][C:12]([F:15])=[CH:11][CH:10]=1)=[O:8]. The catalyst is CC(C)=O. The product is [F:15][C:12]1[CH:13]=[CH:14][C:9]([C:7](=[O:8])[CH2:6][CH2:5][CH2:4][I:1])=[CH:10][CH:11]=1. The yield is 0.770. (6) The yield is 0.840. The product is [Br:1][C:2]1[CH:3]=[CH:4][C:5]([O:12][CH3:13])=[C:6]([S:8]([NH:23][O:22][CH3:21])(=[O:10])=[O:9])[CH:7]=1. The reactants are [Br:1][C:2]1[CH:3]=[CH:4][C:5]([O:12][CH3:13])=[C:6]([S:8](Cl)(=[O:10])=[O:9])[CH:7]=1.CCN(CC)CC.[CH3:21][O:22][NH2:23]. The catalyst is C(Cl)Cl. (7) The reactants are [CH3:1][CH:2]([CH3:8])[C:3](=O)[CH2:4][C:5]#[N:6].Cl.[NH:10]([C:12]1[CH:13]=[N:14][CH:15]=[CH:16][CH:17]=1)[NH2:11]. The catalyst is CCO. The product is [CH:2]([C:3]1[CH:4]=[C:5]([NH2:6])[N:10]([C:12]2[CH:13]=[N:14][CH:15]=[CH:16][CH:17]=2)[N:11]=1)([CH3:8])[CH3:1]. The yield is 0.280. (8) The reactants are [CH2:1]([C@@:5]1([CH2:27][CH3:28])[NH:11][C@H:10]([C:12]2[CH:17]=[CH:16][CH:15]=[CH:14][CH:13]=2)[C:9]2[CH:18]=[C:19]([O:23][CH3:24])[C:20]([OH:22])=[CH:21][C:8]=2[S:7](=[O:26])(=[O:25])[CH2:6]1)[CH2:2][CH2:3][CH3:4].O1CCOCC1.N1C=CC=CC=1.[S:41](O[S:41]([C:44]([F:47])([F:46])[F:45])(=[O:43])=[O:42])([C:44]([F:47])([F:46])[F:45])(=[O:43])=[O:42]. The catalyst is [Cl-].[Na+].O.C1(C)C=CC=CC=1. The product is [F:45][C:44]([F:47])([F:46])[S:41]([O:22][C:20]1[C:19]([O:23][CH3:24])=[CH:18][C:9]2[C@@H:10]([C:12]3[CH:13]=[CH:14][CH:15]=[CH:16][CH:17]=3)[NH:11][C@@:5]([CH2:1][CH2:2][CH2:3][CH3:4])([CH2:27][CH3:28])[CH2:6][S:7](=[O:25])(=[O:26])[C:8]=2[CH:21]=1)(=[O:43])=[O:42]. The yield is 0.950. (9) The reactants are [C:1](OC(=O)C)(=O)C.[NH2:8]/[C:9](/[CH2:33][C:34]1[CH:39]=[CH:38][CH:37]=[CH:36][CH:35]=1)=[C:10](\[C:16](=[O:32])[NH:17][C:18]1[CH:23]=[CH:22][C:21]([O:24][CH2:25][C:26]2[CH:31]=[CH:30][CH:29]=[CH:28][CH:27]=2)=[CH:20][CH:19]=1)/[C:11]([O:13][CH2:14][CH3:15])=[O:12].C(OCC)(OCC)OCC. No catalyst specified. The product is [CH2:33]([C:9]1[N:8]=[CH:1][N:17]([C:18]2[CH:23]=[CH:22][C:21]([O:24][CH2:25][C:26]3[CH:27]=[CH:28][CH:29]=[CH:30][CH:31]=3)=[CH:20][CH:19]=2)[C:16](=[O:32])[C:10]=1[C:11]([O:13][CH2:14][CH3:15])=[O:12])[C:34]1[CH:39]=[CH:38][CH:37]=[CH:36][CH:35]=1. The yield is 0.880. (10) The yield is 0.900. The product is [F:7][C:8]([F:19])([F:20])[C:9]1[CH:10]=[CH:11][C:12]([C@@H:15]2[O:5][C@H:16]2[CH2:17][OH:18])=[CH:13][CH:14]=1. The reactants are C([O:5]O)(C)(C)C.[F:7][C:8]([F:20])([F:19])[C:9]1[CH:14]=[CH:13][C:12](/[CH:15]=[CH:16]/[CH2:17][OH:18])=[CH:11][CH:10]=1.[Na+].[Cl-].[OH-].[Na+]. The catalyst is C(Cl)Cl.O.CC(C)[O-].CC(C)[O-].CC(C)[O-].CC(C)[O-].[Ti+4].C(C(C(C(OC(C)C)=O)O)O)(OC(C)C)=O.CCOCC.